From a dataset of Forward reaction prediction with 1.9M reactions from USPTO patents (1976-2016). Predict the product of the given reaction. Given the reactants [CH3:1][O:2][CH2:3][N:4]1[C:12]2[C:7](=[CH:8][C:9]([OH:24])=[CH:10][C:11]=2[O:13][C:14]2[CH:19]=[CH:18][C:17]([S:20]([CH3:23])(=[O:22])=[O:21])=[CH:16][CH:15]=2)[C:6]([NH:25][C:26]2[CH:30]=[CH:29][N:28]([CH3:31])[N:27]=2)=[N:5]1.C(=O)([O-])[O-].[K+].[K+].[CH3:38][CH:39](I)[CH3:40], predict the reaction product. The product is: [CH:39]([O:24][C:9]1[CH:8]=[C:7]2[C:12](=[C:11]([O:13][C:14]3[CH:15]=[CH:16][C:17]([S:20]([CH3:23])(=[O:22])=[O:21])=[CH:18][CH:19]=3)[CH:10]=1)[N:4]([CH2:3][O:2][CH3:1])[N:5]=[C:6]2[NH:25][C:26]1[CH:30]=[CH:29][N:28]([CH3:31])[N:27]=1)([CH3:40])[CH3:38].